Dataset: Forward reaction prediction with 1.9M reactions from USPTO patents (1976-2016). Task: Predict the product of the given reaction. (1) Given the reactants [Cl:1][C:2]1[N:3]=[N:4][C:5](Cl)=[CH:6][CH:7]=1.[C:9]1([OH:15])[CH:14]=[CH:13][CH:12]=[CH:11][CH:10]=1, predict the reaction product. The product is: [Cl:1][C:2]1[N:3]=[N:4][C:5]([O:15][C:9]2[CH:14]=[CH:13][CH:12]=[CH:11][CH:10]=2)=[CH:6][CH:7]=1. (2) Given the reactants [CH3:1][O:2][CH2:3]Cl.[N+:5]([C:8]1[CH:9]=[C:10]([OH:18])[CH:11]=[C:12]([C:14]([F:17])([F:16])[F:15])[CH:13]=1)([O-])=O.C(N(C(C)C)CC)(C)C, predict the reaction product. The product is: [CH3:1][O:2][CH2:3][O:18][C:10]1[CH:9]=[C:8]([NH2:5])[CH:13]=[C:12]([C:14]([F:15])([F:16])[F:17])[CH:11]=1. (3) Given the reactants [N:1]1[CH:6]=[CH:5][CH:4]=[N:3][C:2]=1[C:7]([O-:9])=O.[Na+].Cl.N1C=CN=C1.C(=O)=O.Cl.[CH3:21][NH:22][O:23][CH3:24].Cl, predict the reaction product. The product is: [CH3:24][O:23][N:22]([CH3:21])[C:7]([C:2]1[N:1]=[CH:6][CH:5]=[CH:4][N:3]=1)=[O:9]. (4) Given the reactants [CH3:1][O:2][C:3]1[C:11]2[N:10]=[C:9]([C:12]([F:15])([F:14])[F:13])[NH:8][C:7]=2[CH:6]=[CH:5][CH:4]=1.C1C(=O)N([Br:23])C(=O)C1.C(=O)([O-])O.[Na+], predict the reaction product. The product is: [Br:23][C:6]1[C:7]2[NH:8][C:9]([C:12]([F:15])([F:13])[F:14])=[N:10][C:11]=2[C:3]([O:2][CH3:1])=[CH:4][CH:5]=1. (5) Given the reactants CN(C)[CH:3]=[CH:4][C:5]([C:7]1[S:8][CH:9]=[CH:10][CH:11]=1)=O.[NH2:13][C:14]1[C:18]([C:19]([C:21]2[S:22][CH:23]=[CH:24][CH:25]=2)=[O:20])=[CH:17][NH:16][N:15]=1, predict the reaction product. The product is: [S:22]1[CH:23]=[CH:24][CH:25]=[C:21]1[C:19]([C:18]1[CH:17]=[N:16][N:15]2[C:5]([C:7]3[S:8][CH:9]=[CH:10][CH:11]=3)=[CH:4][CH:3]=[N:13][C:14]=12)=[O:20]. (6) Given the reactants [CH3:1][C:2]1[C:3]([CH2:14][S:15][C:16]2[NH:20][C:19]3[CH:21]=[CH:22][CH:23]=[CH:24][C:18]=3[N:17]=2)=[N:4][CH:5]=[CH:6][C:7]=1[O:8][CH2:9][C:10]([F:13])([F:12])[F:11].C(C(C([O-])=O)(O)C(CC)(O)C([O-])=[O:30])C.C(N(C(C)C)CC)(C)C.[O-]O.C1(C(C)C)C=CC=CC=1.S([O-])([O-])(=O)=S.[Na+].[Na+], predict the reaction product. The product is: [CH3:1][C:2]1[C:3]([CH2:14][S@:15]([C:16]2[NH:17][C:18]3[CH:24]=[CH:23][CH:22]=[CH:21][C:19]=3[N:20]=2)=[O:30])=[N:4][CH:5]=[CH:6][C:7]=1[O:8][CH2:9][C:10]([F:12])([F:11])[F:13]. (7) Given the reactants [C:1](=[O:43])([O:14][CH2:15]/[C:16](/[C:33]1[CH:38]=[CH:37][C:36]([S:39]([CH3:42])(=[O:41])=[O:40])=[CH:35][CH:34]=1)=[C:17](/[C:27]1[CH:32]=[CH:31][CH:30]=[CH:29][CH:28]=1)\[CH2:18][O:19][Si](C(C)(C)C)(C)C)[O:2][CH2:3][CH:4]([O:10][N+:11]([O-:13])=[O:12])[CH2:5][O:6][N+:7]([O-:9])=[O:8], predict the reaction product. The product is: [C:1](=[O:43])([O:14][CH2:15]/[C:16](/[C:33]1[CH:38]=[CH:37][C:36]([S:39]([CH3:42])(=[O:40])=[O:41])=[CH:35][CH:34]=1)=[C:17](/[C:27]1[CH:32]=[CH:31][CH:30]=[CH:29][CH:28]=1)\[CH2:18][OH:19])[O:2][CH2:3][CH:4]([O:10][N+:11]([O-:13])=[O:12])[CH2:5][O:6][N+:7]([O-:9])=[O:8].